The task is: Predict the product of the given reaction.. This data is from Forward reaction prediction with 1.9M reactions from USPTO patents (1976-2016). (1) Given the reactants [CH:1]12[CH2:7][CH:4]([CH2:5][CH2:6]1)[CH2:3][CH:2]2[C:8](=[NH:22])[NH:9][C:10]1[CH:11]=[C:12]([CH:17]=[CH:18][C:19]=1[O:20][CH3:21])[C:13]([O:15][CH3:16])=[O:14].[O-]Cl.[Na+], predict the reaction product. The product is: [CH:1]12[CH2:7][CH:4]([CH2:5][CH2:6]1)[CH2:3][CH:2]2[C:8]1[NH:9][C:10]2[C:19]([O:20][CH3:21])=[CH:18][CH:17]=[C:12]([C:13]([O:15][CH3:16])=[O:14])[C:11]=2[N:22]=1. (2) Given the reactants [OH-].[NH4+:2].[CH3:3][N:4]([N:6]=[N:7][C:8]1[C:16]2[C:11](=[N:12][CH:13]=[CH:14][CH:15]=2)[Se:10][C:9]=1[C:17]([O:19]CC)=O)[CH3:5].O, predict the reaction product. The product is: [CH3:3][N:4]([N:6]=[N:7][C:8]1[C:16]2[C:11](=[N:12][CH:13]=[CH:14][CH:15]=2)[Se:10][C:9]=1[C:17]([NH2:2])=[O:19])[CH3:5].